Dataset: Reaction yield outcomes from USPTO patents with 853,638 reactions. Task: Predict the reaction yield, written as a fraction of the theoretical maximum amount of product (1.0 means a 100% yield; for example, 0.34 means a 34% yield). The reactants are [CH:1]1([N:4]2[C:8]([C:9]([N:11]3[CH2:16][CH2:15][CH:14]([N:17]4[CH2:21][CH2:20][CH2:19][CH2:18]4)[CH2:13][CH2:12]3)=[O:10])=[C:7]([C:22]3[CH:23]=[N:24][C:25]([N:28](CC4C=CC=CC=4)CC4C=CC=CC=4)=[CH:26][CH:27]=3)[N:6]=[C:5]2[C:43]2[CH:48]=[CH:47][C:46]([O:49][C:50]([F:53])([F:52])[F:51])=[CH:45][CH:44]=2)[CH2:3][CH2:2]1. The catalyst is Br.C(O)(=O)C. The product is [NH2:28][C:25]1[N:24]=[CH:23][C:22]([C:7]2[N:6]=[C:5]([C:43]3[CH:48]=[CH:47][C:46]([O:49][C:50]([F:53])([F:52])[F:51])=[CH:45][CH:44]=3)[N:4]([CH:1]3[CH2:2][CH2:3]3)[C:8]=2[C:9]([N:11]2[CH2:12][CH2:13][CH:14]([N:17]3[CH2:18][CH2:19][CH2:20][CH2:21]3)[CH2:15][CH2:16]2)=[O:10])=[CH:27][CH:26]=1. The yield is 0.390.